This data is from Reaction yield outcomes from USPTO patents with 853,638 reactions. The task is: Predict the reaction yield, written as a fraction of the theoretical maximum amount of product (1.0 means a 100% yield; for example, 0.34 means a 34% yield). The reactants are [N+:1]([C:4]1[CH:9]=[CH:8][CH:7]=[C:6]([O:10][C:11]2[CH:16]=[CH:15][CH:14]=[CH:13][CH:12]=2)[C:5]=1[C:17](=[O:19])[CH3:18])([O-:3])=[O:2].[Br:20]Br.P([O-])(OCC)OCC.C(N(CC)CC)C. The catalyst is C(O)(=O)C.O1CCCC1. The product is [Br:20][CH2:18][C:17]([C:5]1[C:6]([O:10][C:11]2[CH:16]=[CH:15][CH:14]=[CH:13][CH:12]=2)=[CH:7][CH:8]=[CH:9][C:4]=1[N+:1]([O-:3])=[O:2])=[O:19]. The yield is 0.540.